Dataset: Forward reaction prediction with 1.9M reactions from USPTO patents (1976-2016). Task: Predict the product of the given reaction. Given the reactants [Br:1][C:2]1[C:10]2[N:9]=[C:8](Cl)[NH:7][C:6]=2[CH:5]=[C:4]([C:12]([F:15])([F:14])[F:13])[CH:3]=1.[Cl:16][C:17]1[CH:18]=[C:19]([CH2:29][OH:30])[CH:20]=[N:21][C:22]=1[N:23]1[CH2:28][CH2:27][NH:26][CH2:25][CH2:24]1, predict the reaction product. The product is: [Br:1][C:2]1[C:10]2[NH:9][C:8]([N:26]3[CH2:27][CH2:28][N:23]([C:22]4[N:21]=[CH:20][C:19]([CH2:29][OH:30])=[CH:18][C:17]=4[Cl:16])[CH2:24][CH2:25]3)=[N:7][C:6]=2[CH:5]=[C:4]([C:12]([F:15])([F:14])[F:13])[CH:3]=1.